Dataset: NCI-60 drug combinations with 297,098 pairs across 59 cell lines. Task: Regression. Given two drug SMILES strings and cell line genomic features, predict the synergy score measuring deviation from expected non-interaction effect. (1) Drug 1: C1=CC(=CC=C1CC(C(=O)O)N)N(CCCl)CCCl.Cl. Drug 2: C1=CN(C(=O)N=C1N)C2C(C(C(O2)CO)O)O.Cl. Cell line: RPMI-8226. Synergy scores: CSS=21.9, Synergy_ZIP=-7.17, Synergy_Bliss=-7.01, Synergy_Loewe=-12.0, Synergy_HSA=-10.6. (2) Drug 1: CC1=C(C(CCC1)(C)C)C=CC(=CC=CC(=CC(=O)O)C)C. Drug 2: CN1C(=O)N2C=NC(=C2N=N1)C(=O)N. Cell line: HT29. Synergy scores: CSS=5.62, Synergy_ZIP=-0.408, Synergy_Bliss=3.17, Synergy_Loewe=2.67, Synergy_HSA=0.873. (3) Drug 1: CC12CCC3C(C1CCC2O)C(CC4=C3C=CC(=C4)O)CCCCCCCCCS(=O)CCCC(C(F)(F)F)(F)F. Drug 2: CCCCCOC(=O)NC1=NC(=O)N(C=C1F)C2C(C(C(O2)C)O)O. Cell line: A498. Synergy scores: CSS=7.03, Synergy_ZIP=-2.35, Synergy_Bliss=-2.78, Synergy_Loewe=-1.81, Synergy_HSA=-1.40.